This data is from Forward reaction prediction with 1.9M reactions from USPTO patents (1976-2016). The task is: Predict the product of the given reaction. (1) Given the reactants [CH:1]1([N:4]2[CH2:9][C:8]3([CH2:14][CH2:13][N:12]([CH:15]([C:20]4[CH:25]=[CH:24][C:23]([C:26]5[CH:35]=[C:34]6[C:29]([CH:30]=[CH:31][CH:32]=[N:33]6)=[CH:28][CH:27]=5)=[CH:22][CH:21]=4)[CH2:16][C:17](O)=[O:18])[CH2:11][CH2:10]3)[O:7][CH2:6][C:5]2=[O:36])[CH2:3][CH2:2]1.C([N:40]=C=NC(C)C)(C)C.[Br-].[NH4+].Cl.CN(C)CCCN=C=NCC, predict the reaction product. The product is: [CH:1]1([N:4]2[CH2:9][C:8]3([CH2:10][CH2:11][N:12]([CH:15]([C:20]4[CH:21]=[CH:22][C:23]([C:26]5[CH:35]=[C:34]6[C:29]([CH:30]=[CH:31][CH:32]=[N:33]6)=[CH:28][CH:27]=5)=[CH:24][CH:25]=4)[CH2:16][C:17]([NH2:40])=[O:18])[CH2:13][CH2:14]3)[O:7][CH2:6][C:5]2=[O:36])[CH2:3][CH2:2]1. (2) Given the reactants [C:1]([O:5][C:6]([NH:8][CH2:9][C:10]1[CH:11]=[C:12]([C:16]2[CH:21]=[CH:20][CH:19]=[C:18]([CH2:22][O:23][C:24]3[CH:29]=[C:28]([C:30]#[N:31])[CH:27]=[CH:26][C:25]=3[CH2:32][C:33]([O:35][CH3:36])=[O:34])[CH:17]=2)[CH:13]=[CH:14][CH:15]=1)=[O:7])([CH3:4])([CH3:3])[CH3:2].C(N)(=[O:39])C.CCOC(C)=O, predict the reaction product. The product is: [C:1]([O:5][C:6]([NH:8][CH2:9][C:10]1[CH:11]=[C:12]([C:16]2[CH:21]=[CH:20][CH:19]=[C:18]([CH2:22][O:23][C:24]3[CH:29]=[C:28]([C:30](=[O:39])[NH2:31])[CH:27]=[CH:26][C:25]=3[CH2:32][C:33]([O:35][CH3:36])=[O:34])[CH:17]=2)[CH:13]=[CH:14][CH:15]=1)=[O:7])([CH3:4])([CH3:3])[CH3:2]. (3) Given the reactants [CH2:1]([O:3][C:4]([C:6]1[C:7]([CH3:25])=[N:8][C:9]2[C:14]([C:15]=1[NH2:16])=[C:13]([O:17][CH2:18][CH:19]1[CH2:24][CH2:23][NH:22][CH2:21][CH2:20]1)[CH:12]=[CH:11][CH:10]=2)=[O:5])[CH3:2].[C:26](O)(=[O:30])[CH2:27][CH2:28][CH3:29], predict the reaction product. The product is: [CH2:1]([O:3][C:4]([C:6]1[C:7]([CH3:25])=[N:8][C:9]2[C:14]([C:15]=1[NH2:16])=[C:13]([O:17][CH2:18][CH:19]1[CH2:20][CH2:21][N:22]([C:26](=[O:30])[CH2:27][CH2:28][CH3:29])[CH2:23][CH2:24]1)[CH:12]=[CH:11][CH:10]=2)=[O:5])[CH3:2]. (4) Given the reactants [NH2:1][C:2]1[N:7]([C:8]2[CH:13]=[CH:12][CH:11]=[CH:10][CH:9]=2)[C:6](SC)=[N:5][C:4](=[O:16])[CH:3]=1.[CH3:17][C:18]1[CH:24]=[CH:23][C:21]([NH2:22])=[CH:20][CH:19]=1.[K+].[Br-], predict the reaction product. The product is: [NH2:1][C:2]1[N:7]([C:8]2[CH:13]=[CH:12][CH:11]=[CH:10][CH:9]=2)[C:6]([NH:22][C:21]2[CH:23]=[CH:24][C:18]([CH3:17])=[CH:19][CH:20]=2)=[N:5][C:4](=[O:16])[CH:3]=1. (5) Given the reactants [Cl:1][C:2]1[CH:3]=[C:4]([CH:17]=[C:18]([Cl:20])[CH:19]=1)[CH2:5][C:6]1[C:7]([CH2:15][CH3:16])=[N:8][N:9]([CH2:13][OH:14])[C:10]=1[CH2:11][CH3:12].[N:21]([C:24]([O:26][C:27]1[CH:32]=[CH:31][CH:30]=[CH:29][CH:28]=1)=[O:25])=[C:22]=[O:23], predict the reaction product. The product is: [C:22]([NH:21][C:24]([O:26][C:27]1[CH:32]=[CH:31][CH:30]=[CH:29][CH:28]=1)=[O:25])([O:14][CH2:13][N:9]1[C:10]([CH2:11][CH3:12])=[C:6]([CH2:5][C:4]2[CH:17]=[C:18]([Cl:20])[CH:19]=[C:2]([Cl:1])[CH:3]=2)[C:7]([CH2:15][CH3:16])=[N:8]1)=[O:23]. (6) Given the reactants [Li]CCCC.CC1CCCN(C)C1(C)C.[Br:16][C:17]1[CH:18]=[CH:19][C:20]([C:24]([F:27])([F:26])[F:25])=[C:21]([CH3:23])[CH:22]=1.CN([CH:31]=[O:32])C, predict the reaction product. The product is: [Br:16][C:17]1[CH:22]=[C:21]([CH3:23])[C:20]([C:24]([F:25])([F:26])[F:27])=[CH:19][C:18]=1[CH:31]=[O:32]. (7) Given the reactants C(NC(C)C)(C)C.[Si:8]([O:15][C:16]1[CH:21]=[CH:20][C:19]([CH2:22][CH2:23][C:24]([O:26][CH2:27][CH3:28])=[O:25])=[CH:18][CH:17]=1)([C:11]([CH3:14])([CH3:13])[CH3:12])([CH3:10])[CH3:9].[O:29]=[C:30]([CH2:36][CH3:37])[C:31]([O:33][CH2:34][CH3:35])=[O:32].CCCCCC.C(OCC)(=O)C, predict the reaction product. The product is: [Si:8]([O:15][C:16]1[CH:17]=[CH:18][C:19]([CH2:22][CH:23]([C:24]([O:26][CH2:27][CH3:28])=[O:25])[C:30]([CH2:36][CH3:37])([OH:29])[C:31]([O:33][CH2:34][CH3:35])=[O:32])=[CH:20][CH:21]=1)([C:11]([CH3:14])([CH3:13])[CH3:12])([CH3:10])[CH3:9]. (8) Given the reactants [CH2:1]([N:8]1[CH:16]=[C:15]2[C:10]([CH:11]=[C:12]([C:17]3[CH:18]=[C:19]([CH:27]4[CH2:32]CN[CH2:29][CH2:28]4)[N:20]4[C:25]=3[C:24]([NH2:26])=[N:23][CH:22]=[N:21]4)[CH:13]=[CH:14]2)=[N:9]1)[C:2]1[CH:7]=[CH:6][CH:5]=[CH:4][CH:3]=1.CC(O)=O.C(O[C:40]1(O[Si](C)(C)C)[CH2:42][CH2:41]1)C.[C:48]([BH3-])#[N:49].[Na+].[OH-].[Na+], predict the reaction product. The product is: [CH2:1]([N:8]1[CH:16]=[C:15]2[C:10]([CH:11]=[C:12]([C:17]3[CH:18]=[C:19]([CH:27]4[CH2:28][CH2:29][CH2:48][N:49]([CH:40]5[CH2:41][CH2:42]5)[CH2:32]4)[N:20]4[C:25]=3[C:24]([NH2:26])=[N:23][CH:22]=[N:21]4)[CH:13]=[CH:14]2)=[N:9]1)[C:2]1[CH:7]=[CH:6][CH:5]=[CH:4][CH:3]=1. (9) Given the reactants [Cl:1][C:2]1[CH:8]=[CH:7][CH:6]=[CH:5][C:3]=1[NH2:4].Cl.Cl[CH2:11][CH2:12][N:13]1[CH2:17][CH2:16][CH2:15][CH2:14]1, predict the reaction product. The product is: [Cl:1][C:2]1[CH:8]=[CH:7][CH:6]=[CH:5][C:3]=1[NH:4][CH2:11][CH2:12][N:13]1[CH2:17][CH2:16][CH2:15][CH2:14]1. (10) Given the reactants [F:1][C:2]([F:43])([F:42])[C:3]1[CH:4]=[C:5]([CH:39]=[CH:40][CH:41]=1)[CH2:6][NH:7][C:8](=[O:38])[C:9]1[CH:14]=[CH:13][N:12]=[C:11]([C:15]2[CH:20]=[C:19]([N:21]3[CH2:26][CH2:25][CH2:24][CH2:23][CH2:22]3)[CH:18]=[CH:17][C:16]=2[NH:27][C:28](=[O:37])[C:29]2[CH:34]=[CH:33][CH:32]=[C:31]([CH2:35]Br)[CH:30]=2)[CH:10]=1.C(=O)([O-])[O-].[K+].[K+].[I-].[K+].[NH:52]1[CH2:56][CH2:55][C@H:54]([NH:57][C:58](=[O:60])[CH3:59])[CH2:53]1, predict the reaction product. The product is: [C:58]([NH:57][C@H:54]1[CH2:55][CH2:56][N:52]([CH2:35][C:31]2[CH:30]=[C:29]([CH:34]=[CH:33][CH:32]=2)[C:28]([NH:27][C:16]2[CH:17]=[CH:18][C:19]([N:21]3[CH2:26][CH2:25][CH2:24][CH2:23][CH2:22]3)=[CH:20][C:15]=2[C:11]2[CH:10]=[C:9]([CH:14]=[CH:13][N:12]=2)[C:8]([NH:7][CH2:6][C:5]2[CH:39]=[CH:40][CH:41]=[C:3]([C:2]([F:43])([F:42])[F:1])[CH:4]=2)=[O:38])=[O:37])[CH2:53]1)(=[O:60])[CH3:59].